This data is from Peptide-MHC class I binding affinity with 185,985 pairs from IEDB/IMGT. The task is: Regression. Given a peptide amino acid sequence and an MHC pseudo amino acid sequence, predict their binding affinity value. This is MHC class I binding data. (1) The peptide sequence is FMSRKLHRY. The MHC is HLA-A25:01 with pseudo-sequence HLA-A25:01. The binding affinity (normalized) is 0.0847. (2) The peptide sequence is RQSSGSSSSGF. The MHC is HLA-B51:01 with pseudo-sequence HLA-B51:01. The binding affinity (normalized) is 0.0847. (3) The peptide sequence is DYIYLPLLK. The MHC is HLA-A26:01 with pseudo-sequence HLA-A26:01. The binding affinity (normalized) is 0.0847. (4) The peptide sequence is IYHKCDNAC. The MHC is HLA-A01:01 with pseudo-sequence HLA-A01:01. The binding affinity (normalized) is 0. (5) The peptide sequence is MPRSIGGPV. The MHC is HLA-B35:01 with pseudo-sequence HLA-B35:01. The binding affinity (normalized) is 0.587. (6) The peptide sequence is PLMGGAYIAFPTSCHMFI. The MHC is HLA-B58:01 with pseudo-sequence HLA-B58:01. The binding affinity (normalized) is 0.252. (7) The peptide sequence is ELINIPYCNY. The MHC is HLA-A32:01 with pseudo-sequence HLA-A32:01. The binding affinity (normalized) is 0.0523. (8) The peptide sequence is QIGGEAIFL. The MHC is HLA-A02:02 with pseudo-sequence HLA-A02:02. The binding affinity (normalized) is 0.266. (9) The binding affinity (normalized) is 0.0847. The MHC is HLA-A02:16 with pseudo-sequence HLA-A02:16. The peptide sequence is GVPPKVVSY.